This data is from CYP2D6 inhibition data for predicting drug metabolism from PubChem BioAssay. The task is: Regression/Classification. Given a drug SMILES string, predict its absorption, distribution, metabolism, or excretion properties. Task type varies by dataset: regression for continuous measurements (e.g., permeability, clearance, half-life) or binary classification for categorical outcomes (e.g., BBB penetration, CYP inhibition). Dataset: cyp2d6_veith. (1) The result is 0 (non-inhibitor). The compound is COc1ccc(N2C(=O)c3ccccc3NC2c2ccc(OC)c(CSc3ccccn3)c2)cc1. (2) The compound is O=C1NN(c2ccccc2)C(=O)/C1=C\c1ccccc1OCC(=O)N1CCOCC1. The result is 0 (non-inhibitor).